Dataset: Peptide-MHC class I binding affinity with 185,985 pairs from IEDB/IMGT. Task: Regression. Given a peptide amino acid sequence and an MHC pseudo amino acid sequence, predict their binding affinity value. This is MHC class I binding data. (1) The peptide sequence is AQGYKVLVL. The MHC is Patr-B1301 with pseudo-sequence Patr-B1301. The binding affinity (normalized) is 0. (2) The peptide sequence is MPFDPSELV. The MHC is HLA-A02:01 with pseudo-sequence HLA-A02:01. The binding affinity (normalized) is 0.0847. (3) The peptide sequence is GLYEWISEQ. The MHC is HLA-A69:01 with pseudo-sequence HLA-A69:01. The binding affinity (normalized) is 0.0847. (4) The binding affinity (normalized) is 0.314. The MHC is HLA-A02:01 with pseudo-sequence HLA-A02:01. The peptide sequence is IISLFYTFA. (5) The peptide sequence is TMLVRQMTK. The MHC is HLA-A02:03 with pseudo-sequence HLA-A02:03. The binding affinity (normalized) is 0.0847. (6) The peptide sequence is AVYGNIKHK. The MHC is HLA-A02:03 with pseudo-sequence HLA-A02:03. The binding affinity (normalized) is 0.0179.